This data is from Full USPTO retrosynthesis dataset with 1.9M reactions from patents (1976-2016). The task is: Predict the reactants needed to synthesize the given product. (1) Given the product [Br:39][C:40]1[CH:41]=[N:42][C:43]([C:20]2[CH:19]=[CH:18][C:17]([CH2:16][C@H:12]([NH:11][C:9](=[O:10])[C:8]3[CH:32]=[CH:33][C:5]([C:1]([CH3:3])([CH3:2])[CH3:4])=[CH:6][CH:7]=3)[C:13]([O:15][C:1]([CH3:4])([CH3:3])[CH3:2])=[O:14])=[CH:22][CH:21]=2)=[N:44][CH:45]=1, predict the reactants needed to synthesize it. The reactants are: [C:1]([C:5]1[CH:33]=[CH:32][C:8]([C:9]([NH:11][C@@H:12]([CH2:16][C:17]2[CH:22]=[CH:21][C:20](B3OC(C)(C)C(C)(C)O3)=[CH:19][CH:18]=2)[C:13]([O-:15])=[O:14])=[O:10])=[CH:7][CH:6]=1)([CH3:4])([CH3:3])[CH3:2].C([O-])(O)=O.[Na+].[Br:39][C:40]1[CH:41]=[N:42][C:43](I)=[N:44][CH:45]=1. (2) Given the product [OH:33][N:32]=[CH:4][C:5]1[CH:10]=[CH:9][C:8]([CH2:11][N:12]([CH3:20])[C:13](=[O:19])[O:14][C:15]([CH3:18])([CH3:17])[CH3:16])=[CH:7][CH:6]=1, predict the reactants needed to synthesize it. The reactants are: C(O[CH:4](OCC)[C:5]1[CH:10]=[CH:9][C:8]([CH2:11][N:12]([CH3:20])[C:13](=[O:19])[O:14][C:15]([CH3:18])([CH3:17])[CH3:16])=[CH:7][CH:6]=1)C.[O-]S([O-])(=O)=O.[Na+].[Na+].Cl.[NH2:32][OH:33].